The task is: Predict the product of the given reaction.. This data is from Forward reaction prediction with 1.9M reactions from USPTO patents (1976-2016). (1) Given the reactants [CH3:1][N:2]([CH3:18])[CH2:3][C:4]1[CH:9]=[CH:8][C:7](OC(F)(F)F)=[C:6]([N+:15]([O-:17])=[O:16])[CH:5]=1.[NH:19]1[CH2:23][CH2:22][CH2:21][CH2:20]1.C(N(CC)C(C)C)(C)C.C(=O)([O-])O.[Na+], predict the reaction product. The product is: [CH3:1][N:2]([CH3:18])[CH2:3][C:4]1[CH:9]=[CH:8][C:7]([N:19]2[CH2:23][CH2:22][CH2:21][CH2:20]2)=[C:6]([N+:15]([O-:17])=[O:16])[CH:5]=1. (2) Given the reactants [F:1][C:2]1[CH:3]=[C:4]([C@H:9]2[CH2:14][C@@H:13](OS(C)(=O)=O)[CH2:12][CH2:11][N:10]2[C:20]([O:22][C:23]([CH3:26])([CH3:25])[CH3:24])=[O:21])[CH:5]=[CH:6][C:7]=1[F:8].[C-:27]#[N:28].[K+], predict the reaction product. The product is: [C:27]([C@@H:13]1[CH2:12][CH2:11][N:10]([C:20]([O:22][C:23]([CH3:26])([CH3:25])[CH3:24])=[O:21])[C@@H:9]([C:4]2[CH:5]=[CH:6][C:7]([F:8])=[C:2]([F:1])[CH:3]=2)[CH2:14]1)#[N:28].